From a dataset of Forward reaction prediction with 1.9M reactions from USPTO patents (1976-2016). Predict the product of the given reaction. (1) Given the reactants [CH:1]1([C@:4]2([OH:12])[CH2:8][CH2:7][NH:6][C@H:5]2[CH:9](C)C)CC1.F[C:14]1[CH:21]=[CH:20][C:17]([C:18]#[N:19])=[C:16]([C:22]([F:25])([F:24])[F:23])[CH:15]=1.[C:26](=O)([O-])[O-].[Li+].[Li+], predict the reaction product. The product is: [OH:12][C@@:4]1([CH3:1])[CH2:8][C@@H:7]([CH3:26])[N:6]([C:14]2[CH:21]=[CH:20][C:17]([C:18]#[N:19])=[C:16]([C:22]([F:25])([F:24])[F:23])[CH:15]=2)[C@H:5]1[CH3:9]. (2) The product is: [F:1][C:2]1[CH:3]=[CH:4][C:5]([CH2:6][C@H:7]([NH:31][C:32]([C:34]2[NH:43][C:37]3=[CH:38][N:39]=[C:40]([Cl:42])[CH:41]=[C:36]3[CH:35]=2)=[O:33])[C:8]([N:10]2[CH2:15][CH2:14][CH:13]([CH2:16][NH:17][CH3:30])[CH2:12][CH2:11]2)=[O:9])=[CH:44][CH:45]=1. Given the reactants [F:1][C:2]1[CH:45]=[CH:44][C:5]([CH2:6][C@H:7]([NH:31][C:32]([C:34]2[NH:43][C:37]3=[CH:38][N:39]=[C:40]([Cl:42])[CH:41]=[C:36]3[CH:35]=2)=[O:33])[C:8]([N:10]2[CH2:15][CH2:14][CH:13]([CH2:16][N:17]([CH3:30])S(C3C=CC=CC=3[N+]([O-])=O)(=O)=O)[CH2:12][CH2:11]2)=[O:9])=[CH:4][CH:3]=1.C(OC(N1CCC(CN)CC1)=O)(C)(C)C.Cl, predict the reaction product.